From a dataset of Forward reaction prediction with 1.9M reactions from USPTO patents (1976-2016). Predict the product of the given reaction. (1) Given the reactants S(O)(ON1C(=O)N2[CH2:13][C@H:6]1[CH:7]=C(C)[C@H]2C(=O)N)(=O)=O.[Si:19](OC[C@H]1N(C(OC(C)(C)C)=O)CC(O[Si:19]([CH3:22])([CH3:21])[CH3:20])=CC1C)([C:22](C)(C)C)([CH3:21])[CH3:20].[Si:47]([O:54][CH2:55][C@@H:56]1[CH:61]=[CH:60][C:59](=[O:62])[CH2:58][N:57]1[C:63]([O:65][C:66]([CH3:69])([CH3:68])[CH3:67])=[O:64])([C:50]([CH3:53])([CH3:52])[CH3:51])([CH3:49])[CH3:48], predict the reaction product. The product is: [Si:47]([O:54][CH2:55][C@H:56]1[N:57]([C:63]([O:65][C:66]([CH3:69])([CH3:68])[CH3:67])=[O:64])[CH2:58][C:59]([O:62][Si:19]([CH3:22])([CH3:21])[CH3:20])=[CH:60][CH:61]1[CH:6]([CH3:13])[CH3:7])([C:50]([CH3:53])([CH3:52])[CH3:51])([CH3:49])[CH3:48]. (2) Given the reactants C=O.[C:3](O[BH-](OC(=O)C)OC(=O)C)(=O)C.[NH2:16][C:17]1[CH:18]=[CH:19][C:20]([N:44]2[C:52]3[C:47](=[CH:48][CH:49]=[CH:50][CH:51]=3)[C:46]([C:53](=[O:67])[N:54]([C:61]3[CH:66]=[CH:65][CH:64]=[CH:63][CH:62]=3)[C:55]3[CH:60]=[CH:59][CH:58]=[CH:57][CH:56]=3)=[N:45]2)=[C:21]([CH:43]=1)[C:22]([N:24]1[C@H:33]([CH2:34][NH:35][C:36](=[O:42])[O:37][C:38]([CH3:41])([CH3:40])[CH3:39])[CH2:32][C:31]2[C:26](=[CH:27][CH:28]=[CH:29][CH:30]=2)[CH2:25]1)=[O:23], predict the reaction product. The product is: [C:55]1([N:54]([C:61]2[CH:62]=[CH:63][CH:64]=[CH:65][CH:66]=2)[C:53]([C:46]2[C:47]3[C:52](=[CH:51][CH:50]=[CH:49][CH:48]=3)[N:44]([C:20]3[CH:19]=[CH:18][C:17]([NH:16][CH3:3])=[CH:43][C:21]=3[C:22]([N:24]3[C@H:33]([CH2:34][NH:35][C:36](=[O:42])[O:37][C:38]([CH3:41])([CH3:40])[CH3:39])[CH2:32][C:31]4[C:26](=[CH:27][CH:28]=[CH:29][CH:30]=4)[CH2:25]3)=[O:23])[N:45]=2)=[O:67])[CH:60]=[CH:59][CH:58]=[CH:57][CH:56]=1.